Dataset: Full USPTO retrosynthesis dataset with 1.9M reactions from patents (1976-2016). Task: Predict the reactants needed to synthesize the given product. The reactants are: [NH2:1][C:2]1[N:7]=[C:6]([C:8]([C:10]2[C:15]([N:16](COC)[S:17]([C:20]3[CH:25]=[CH:24][C:23]([C:26]([CH3:29])([CH3:28])[CH3:27])=[CH:22][CH:21]=3)(=[O:19])=[O:18])=[CH:14][C:13]([Cl:33])=[CH:12][N:11]=2)=[O:9])[CH:5]=[CH:4][CH:3]=1.O. Given the product [NH2:1][C:2]1[N:7]=[C:6]([C:8]([C:10]2[C:15]([NH:16][S:17]([C:20]3[CH:21]=[CH:22][C:23]([C:26]([CH3:28])([CH3:27])[CH3:29])=[CH:24][CH:25]=3)(=[O:18])=[O:19])=[CH:14][C:13]([Cl:33])=[CH:12][N:11]=2)=[O:9])[CH:5]=[CH:4][CH:3]=1, predict the reactants needed to synthesize it.